From a dataset of Full USPTO retrosynthesis dataset with 1.9M reactions from patents (1976-2016). Predict the reactants needed to synthesize the given product. (1) Given the product [CH:24]([N:14]([C:12](=[O:13])/[CH:11]=[CH:10]/[C:3]1[C:4]2[C:9](=[CH:8][CH:7]=[CH:6][CH:5]=2)[N:1]([C:33](=[O:34])[C:35]([CH3:38])([CH3:37])[CH3:36])[CH:2]=1)[NH:15][C:16](=[O:23])[C:17]1[CH:18]=[CH:19][CH:20]=[CH:21][CH:22]=1)([CH3:26])[CH3:25], predict the reactants needed to synthesize it. The reactants are: [NH:1]1[C:9]2[C:4](=[CH:5][CH:6]=[CH:7][CH:8]=2)[C:3](/[CH:10]=[CH:11]/[C:12]([N:14]([CH:24]([CH3:26])[CH3:25])[NH:15][C:16](=[O:23])[C:17]2[CH:22]=[CH:21][CH:20]=[CH:19][CH:18]=2)=[O:13])=[CH:2]1.C([O-])([O-])=O.[K+].[K+].[C:33](Cl)([C:35]([CH3:38])([CH3:37])[CH3:36])=[O:34]. (2) Given the product [CH:2]([N:22]1[CH2:21][CH2:20][N:19]([C:25]2[CH:26]=[C:27]([OH:31])[CH:28]=[CH:29][CH:30]=2)[CH2:24][CH2:23]1)([CH3:4])[CH3:1], predict the reactants needed to synthesize it. The reactants are: [CH3:1][C:2]([CH3:4])=O.[BH-](OC(C)=O)(OC(C)=O)OC(C)=O.[Na+].[N:19]1([C:25]2[CH:26]=[C:27]([OH:31])[CH:28]=[CH:29][CH:30]=2)[CH2:24][CH2:23][NH:22][CH2:21][CH2:20]1.C(=O)(O)[O-].[Na+]. (3) Given the product [C:43]([N:32]1[CH2:33][CH2:34][N:29]([C:26]2[CH:27]=[CH:28][C:23]([O:22][CH2:21][C:11]3[N:10]([CH2:9][CH2:8][C:5]4[CH:4]=[CH:3][C:2]([Cl:1])=[CH:7][CH:6]=4)[C:14]4[N:15]=[C:16]([C:19]#[N:20])[N:17]=[CH:18][C:13]=4[CH:12]=3)=[C:24]([F:35])[CH:25]=2)[CH2:30][CH2:31]1)(=[O:45])[CH3:44], predict the reactants needed to synthesize it. The reactants are: [Cl:1][C:2]1[CH:7]=[CH:6][C:5]([CH2:8][CH2:9][N:10]2[C:14]3[N:15]=[C:16]([C:19]#[N:20])[N:17]=[CH:18][C:13]=3[CH:12]=[C:11]2[CH2:21][O:22][C:23]2[CH:28]=[CH:27][C:26]([N:29]3[CH2:34][CH2:33][NH:32][CH2:31][CH2:30]3)=[CH:25][C:24]=2[F:35])=[CH:4][CH:3]=1.CCN(CC)CC.[C:43](Cl)(=[O:45])[CH3:44].CO. (4) Given the product [F:2][C:3]1[CH:8]=[CH:7][C:6]([C:9]2[CH:17]=[C:16]([C:18]([NH:35][C@@H:33]([C:25]3[CH:24]=[N+:23]([O-:22])[C:28]([C:29]([F:30])([F:31])[F:32])=[CH:27][CH:26]=3)[CH3:34])=[O:19])[CH:15]=[C:14]3[C:10]=2[CH:11]=[CH:12][N:13]3[CH3:21])=[CH:5][CH:4]=1, predict the reactants needed to synthesize it. The reactants are: [Na].[F:2][C:3]1[CH:8]=[CH:7][C:6]([C:9]2[CH:17]=[C:16]([C:18](O)=[O:19])[CH:15]=[C:14]3[C:10]=2[CH:11]=[CH:12][N:13]3[CH3:21])=[CH:5][CH:4]=1.[O-:22][N+:23]1[C:28]([C:29]([F:32])([F:31])[F:30])=[CH:27][CH:26]=[C:25]([C@H:33]([NH2:35])[CH3:34])[CH:24]=1.CN1CCOCC1.Cl.CN(C)CCCN=C=NCC.ON1C2N=CC=CC=2N=N1. (5) The reactants are: C(NC(C)C)(C)C.C([Li])CCC.[Cl:13][C:14]1[C:19]([Cl:20])=[CH:18][CH:17]=[CH:16][C:15]=1[CH2:21][C:22]([OH:24])=[O:23].Br[CH2:26][CH2:27][CH2:28][Cl:29]. Given the product [Cl:29][CH2:28][CH2:27][CH2:26][CH:21]([C:15]1[CH:16]=[CH:17][CH:18]=[C:19]([Cl:20])[C:14]=1[Cl:13])[C:22]([OH:24])=[O:23], predict the reactants needed to synthesize it.